This data is from NCI-60 drug combinations with 297,098 pairs across 59 cell lines. The task is: Regression. Given two drug SMILES strings and cell line genomic features, predict the synergy score measuring deviation from expected non-interaction effect. (1) Drug 2: C1CCN(CC1)CCOC2=CC=C(C=C2)C(=O)C3=C(SC4=C3C=CC(=C4)O)C5=CC=C(C=C5)O. Synergy scores: CSS=10.2, Synergy_ZIP=-0.0703, Synergy_Bliss=7.02, Synergy_Loewe=4.27, Synergy_HSA=4.22. Cell line: HCT116. Drug 1: CC12CCC(CC1=CCC3C2CCC4(C3CC=C4C5=CN=CC=C5)C)O. (2) Drug 1: C1=CC(=CC=C1CC(C(=O)O)N)N(CCCl)CCCl.Cl. Drug 2: CN(CCCl)CCCl.Cl. Cell line: TK-10. Synergy scores: CSS=5.93, Synergy_ZIP=-4.34, Synergy_Bliss=-3.68, Synergy_Loewe=-10.4, Synergy_HSA=-6.23. (3) Drug 1: CN1CCC(CC1)COC2=C(C=C3C(=C2)N=CN=C3NC4=C(C=C(C=C4)Br)F)OC. Drug 2: CS(=O)(=O)CCNCC1=CC=C(O1)C2=CC3=C(C=C2)N=CN=C3NC4=CC(=C(C=C4)OCC5=CC(=CC=C5)F)Cl. Cell line: A549. Synergy scores: CSS=12.9, Synergy_ZIP=-7.03, Synergy_Bliss=-3.10, Synergy_Loewe=-3.00, Synergy_HSA=-0.780. (4) Drug 1: CC1C(C(CC(O1)OC2CC(CC3=C2C(=C4C(=C3O)C(=O)C5=C(C4=O)C(=CC=C5)OC)O)(C(=O)CO)O)N)O.Cl. Drug 2: CS(=O)(=O)OCCCCOS(=O)(=O)C. Cell line: MCF7. Synergy scores: CSS=-0.943, Synergy_ZIP=2.83, Synergy_Bliss=3.54, Synergy_Loewe=-1.37, Synergy_HSA=-1.00. (5) Drug 1: CC1=C(C=C(C=C1)NC2=NC=CC(=N2)N(C)C3=CC4=NN(C(=C4C=C3)C)C)S(=O)(=O)N.Cl. Drug 2: CC1=C(N=C(N=C1N)C(CC(=O)N)NCC(C(=O)N)N)C(=O)NC(C(C2=CN=CN2)OC3C(C(C(C(O3)CO)O)O)OC4C(C(C(C(O4)CO)O)OC(=O)N)O)C(=O)NC(C)C(C(C)C(=O)NC(C(C)O)C(=O)NCCC5=NC(=CS5)C6=NC(=CS6)C(=O)NCCC[S+](C)C)O. Cell line: HS 578T. Synergy scores: CSS=-1.11, Synergy_ZIP=-3.86, Synergy_Bliss=-7.04, Synergy_Loewe=-24.2, Synergy_HSA=-9.18. (6) Drug 1: CC1=C(C=C(C=C1)NC2=NC=CC(=N2)N(C)C3=CC4=NN(C(=C4C=C3)C)C)S(=O)(=O)N.Cl. Drug 2: CC1CCC2CC(C(=CC=CC=CC(CC(C(=O)C(C(C(=CC(C(=O)CC(OC(=O)C3CCCCN3C(=O)C(=O)C1(O2)O)C(C)CC4CCC(C(C4)OC)O)C)C)O)OC)C)C)C)OC. Cell line: RXF 393. Synergy scores: CSS=28.3, Synergy_ZIP=1.52, Synergy_Bliss=1.96, Synergy_Loewe=-7.56, Synergy_HSA=5.03. (7) Drug 1: CN(CC1=CN=C2C(=N1)C(=NC(=N2)N)N)C3=CC=C(C=C3)C(=O)NC(CCC(=O)O)C(=O)O. Drug 2: N.N.Cl[Pt+2]Cl. Cell line: SK-MEL-28. Synergy scores: CSS=27.3, Synergy_ZIP=-4.87, Synergy_Bliss=-2.00, Synergy_Loewe=-12.2, Synergy_HSA=-2.38. (8) Drug 1: CN1CCC(CC1)COC2=C(C=C3C(=C2)N=CN=C3NC4=C(C=C(C=C4)Br)F)OC. Drug 2: CNC(=O)C1=NC=CC(=C1)OC2=CC=C(C=C2)NC(=O)NC3=CC(=C(C=C3)Cl)C(F)(F)F. Cell line: ACHN. Synergy scores: CSS=24.3, Synergy_ZIP=-1.12, Synergy_Bliss=-1.58, Synergy_Loewe=-7.63, Synergy_HSA=-1.19.